From a dataset of Full USPTO retrosynthesis dataset with 1.9M reactions from patents (1976-2016). Predict the reactants needed to synthesize the given product. (1) Given the product [CH2:55]([O:62][NH:63][C:12](=[O:14])[CH2:11][C@H:10]([C:15]1[O:16][C:17]([CH3:24])=[C:18]([C:20]([O:22][CH3:23])=[O:21])[N:19]=1)[CH2:9][CH2:8][CH2:7][CH:1]1[CH2:2][CH2:3][CH2:4][CH2:5][CH2:6]1)[C:56]1[CH:61]=[CH:60][CH:59]=[CH:58][CH:57]=1, predict the reactants needed to synthesize it. The reactants are: [CH:1]1([CH2:7][CH2:8][CH2:9][C@@H:10]([C:15]2[O:16][C:17]([CH3:24])=[C:18]([C:20]([O:22][CH3:23])=[O:21])[N:19]=2)[CH2:11][C:12]([OH:14])=O)[CH2:6][CH2:5][CH2:4][CH2:3][CH2:2]1.O.ON1C2C=CC=CC=2N=N1.Cl.CN(C)CCCN=C=NCC.CN1CCOCC1.[CH2:55]([O:62][NH2:63])[C:56]1[CH:61]=[CH:60][CH:59]=[CH:58][CH:57]=1. (2) Given the product [C:30]([N:13]1[CH2:12][CH2:11][N:10]([S:16]([C:19]2[CH:20]=[CH:21][C:22]([NH:25][C:26](=[O:29])[CH:27]=[CH2:28])=[CH:23][CH:24]=2)(=[O:17])=[O:18])[CH2:15][CH2:14]1)(=[O:37])[C:31]1[CH:36]=[CH:35][CH:34]=[CH:33][CH:32]=1, predict the reactants needed to synthesize it. The reactants are: C(N(C(C)C)CC)(C)C.[N:10]1([S:16]([C:19]2[CH:24]=[CH:23][C:22]([NH:25][C:26](=[O:29])[CH:27]=[CH2:28])=[CH:21][CH:20]=2)(=[O:18])=[O:17])[CH2:15][CH2:14][NH:13][CH2:12][CH2:11]1.[C:30](Cl)(=[O:37])[C:31]1[CH:36]=[CH:35][CH:34]=[CH:33][CH:32]=1. (3) Given the product [CH:14]1([CH2:17][CH2:18][NH:19][C:20]([C:22]2[N:23]=[N:24][C:25]([N:28]3[CH2:33][CH2:32][N:31]([C:7]([C:5]4[N:6]=[C:2]([CH3:1])[O:3][C:4]=4[C:10]([F:13])([F:12])[F:11])=[O:9])[CH2:30][CH2:29]3)=[CH:26][CH:27]=2)=[O:21])[CH2:16][CH2:15]1, predict the reactants needed to synthesize it. The reactants are: [CH3:1][C:2]1[O:3][C:4]([C:10]([F:13])([F:12])[F:11])=[C:5]([C:7]([OH:9])=O)[N:6]=1.[CH:14]1([CH2:17][CH2:18][NH:19][C:20]([C:22]2[N:23]=[N:24][C:25]([N:28]3[CH2:33][CH2:32][NH:31][CH2:30][CH2:29]3)=[CH:26][CH:27]=2)=[O:21])[CH2:16][CH2:15]1. (4) Given the product [CH2:1]([O:3][C:4](=[O:28])[C:5]([C:7]1[CH:8]=[CH:9][C:10]([NH:13][C:14](=[O:25])[C:15]2[CH:20]=[CH:19][C:18]([O:21][CH3:22])=[C:17]([O:23][CH3:24])[CH:16]=2)=[CH:11][CH:12]=1)([CH3:6])[CH2:26][NH:27][C:53]([C:46]1[N:47]2[CH:52]=[CH:51][CH:50]=[CH:49][C:48]2=[N:44][CH:45]=1)=[O:54])[CH3:2], predict the reactants needed to synthesize it. The reactants are: [CH2:1]([O:3][C:4](=[O:28])[C:5]([C:26]#[N:27])([C:7]1[CH:12]=[CH:11][C:10]([NH:13][C:14](=[O:25])[C:15]2[CH:20]=[CH:19][C:18]([O:21][CH3:22])=[C:17]([O:23][CH3:24])[CH:16]=2)=[CH:9][CH:8]=1)[CH3:6])[CH3:2].Cl.C1C=CC2N(O)N=NC=2C=1.C(Cl)CCl.[N:44]1[CH:45]=[C:46]([C:53](O)=[O:54])[N:47]2[CH:52]=[CH:51][CH:50]=[CH:49][C:48]=12. (5) Given the product [O:26]=[C:24]([N:34]1[CH2:39][CH2:38][NH:37][CH2:36][CH2:35]1)[CH2:23][NH:22][C:27](=[O:28])[O:29][C:30]([CH3:33])([CH3:32])[CH3:31], predict the reactants needed to synthesize it. The reactants are: C(Cl)CCl.C1C=CC2N(O)N=NC=2C=1.C(N(CC)CC)C.[NH:22]([C:27]([O:29][C:30]([CH3:33])([CH3:32])[CH3:31])=[O:28])[CH2:23][C:24]([OH:26])=O.[NH:34]1[CH2:39][CH2:38][NH:37][CH2:36][CH2:35]1. (6) Given the product [F:67][C:62]1[CH:61]=[C:60]([C:58]2[N:59]=[C:54]([N:73]3[C:81]4[C:76](=[CH:77][CH:78]=[C:79]([O:82][CH2:83][C:84]([N:86]([CH3:88])[CH3:87])=[O:85])[CH:80]=4)[CH2:75][CH2:74]3)[C:55]3[CH2:70][S:69][CH2:68][C:56]=3[N:57]=2)[CH:65]=[CH:64][C:63]=1[F:66], predict the reactants needed to synthesize it. The reactants are: C(=O)([O-])[O-].[Cs+].[Cs+].C1C=CC(P(C2C(C3C(P(C4C=CC=CC=4)C4C=CC=CC=4)=CC=C4C=3C=CC=C4)=C3C(C=CC=C3)=CC=2)C2C=CC=CC=2)=CC=1.Cl[C:54]1[C:55]2[CH2:70][S:69](=O)(=O)[CH2:68][C:56]=2[N:57]=[C:58]([C:60]2[CH:65]=[CH:64][C:63]([F:66])=[C:62]([F:67])[CH:61]=2)[N:59]=1.[NH:73]1[C:81]2[C:76](=[CH:77][CH:78]=[C:79]([O:82][CH2:83][C:84]([N:86]([CH3:88])[CH3:87])=[O:85])[CH:80]=2)[CH2:75][CH2:74]1. (7) Given the product [CH2:10]([S:12][C:13]1[CH:18]=[CH:17][C:16]([CH2:5][Cl:1])=[CH:15][CH:14]=1)[CH3:11], predict the reactants needed to synthesize it. The reactants are: [Cl-:1].[Al+3].[Cl-].[Cl-].[CH3:5]OCOC.[CH2:10]([S:12][C:13]1[CH:18]=[CH:17][CH:16]=[CH:15][CH:14]=1)[CH3:11]. (8) Given the product [CH2:2]1[C:1]2[NH:8][C:9]3[C:10](=[CH:11][CH:12]=[CH:15][CH:16]=3)[C:4]=2[CH2:5][CH2:6][CH2:7]1, predict the reactants needed to synthesize it. The reactants are: [CH2:1]([NH:8][C:9]1[CH:16]=[CH:15][C:12](OC)=[CH:11][CH:10]=1)[C:2]1[CH:7]=[CH:6][CH:5]=[CH:4]C=1.C(=O)(O)[O-].[Na+]. (9) Given the product [F:12][C:9]1[CH:10]=[C:11]2[C:6]([C@H:5]([O:13][C:17]3[CH:18]=[CH:19][C:20]4[N:21]([C:23]([CH:26]([CH3:28])[CH3:27])=[N:24][N:25]=4)[CH:22]=3)[CH2:4][CH2:3][C@@H:2]2[NH2:1])=[CH:7][CH:8]=1, predict the reactants needed to synthesize it. The reactants are: [NH2:1][C@@H:2]1[C:11]2[C:6](=[CH:7][CH:8]=[C:9]([F:12])[CH:10]=2)[C@H:5]([OH:13])[CH2:4][CH2:3]1.[H-].[Na+].F[C:17]1[CH:18]=[CH:19][C:20]2[N:21]([C:23]([CH:26]([CH3:28])[CH3:27])=[N:24][N:25]=2)[CH:22]=1.